From a dataset of Reaction yield outcomes from USPTO patents with 853,638 reactions. Predict the reaction yield, written as a fraction of the theoretical maximum amount of product (1.0 means a 100% yield; for example, 0.34 means a 34% yield). (1) The reactants are [CH:1]([P:3](=[O:17])([CH:15]=[CH2:16])[C:4]1[CH:9]=[CH:8][C:7]([N+:10]([O-:12])=[O:11])=[C:6]([O:13][CH3:14])[CH:5]=1)=[CH2:2].[CH2:18]([NH2:25])[C:19]1[CH:24]=[CH:23][CH:22]=[CH:21][CH:20]=1. The catalyst is C1COCC1. The product is [CH2:18]([N:25]1[CH2:16][CH2:15][P:3](=[O:17])([C:4]2[CH:9]=[CH:8][C:7]([N+:10]([O-:12])=[O:11])=[C:6]([O:13][CH3:14])[CH:5]=2)[CH2:1][CH2:2]1)[C:19]1[CH:24]=[CH:23][CH:22]=[CH:21][CH:20]=1. The yield is 0.660. (2) The reactants are [CH3:1][O:2][C:3]1[CH:8]=[C:7]2[O:9][CH2:10][CH2:11][C:12]3([C:20]4[C:15](=[CH:16][CH:17]=[CH:18][CH:19]=4)[C:14](=N)[O:13]3)[C:6]2=[CH:5][CH:4]=1.[OH-:22].[Na+].Cl. The catalyst is C(O)C.O. The product is [CH3:1][O:2][C:3]1[CH:8]=[C:7]2[O:9][CH2:10][CH2:11][C:12]3([C:20]4[C:15](=[CH:16][CH:17]=[CH:18][CH:19]=4)[C:14](=[O:22])[O:13]3)[C:6]2=[CH:5][CH:4]=1. The yield is 0.540. (3) The reactants are Br[C:2]1[C:7]([F:8])=[CH:6][C:5]([C@@H:9]([NH:11][S@@:12]([C:14]([CH3:17])([CH3:16])[CH3:15])=[O:13])[CH3:10])=[C:4]([F:18])[CH:3]=1.[CH3:19][N:20]1[CH:24]=[C:23](B(O)O)[CH:22]=[N:21]1.C([O-])([O-])=O.[Na+].[Na+].C(Cl)Cl. The yield is 0.737. The catalyst is [NH4+].[Cl-].CCOC(C)=O.C1C=CC(P(C2C=CC=CC=2)[C-]2C=CC=C2)=CC=1.C1C=CC(P(C2C=CC=CC=2)[C-]2C=CC=C2)=CC=1.Cl[Pd]Cl.[Fe+2].CCOC(C)=O.CCCCCCC.COCCOC. The product is [F:18][C:4]1[CH:3]=[C:2]([C:23]2[CH:22]=[N:21][N:20]([CH3:19])[CH:24]=2)[C:7]([F:8])=[CH:6][C:5]=1[C@@H:9]([NH:11][S@@:12]([C:14]([CH3:17])([CH3:16])[CH3:15])=[O:13])[CH3:10]. (4) The reactants are [CH:1]1([NH2:7])[CH2:6][CH2:5][CH2:4][CH2:3][CH2:2]1.[CH3:8][CH:9]1[S:13](=[O:15])(=[O:14])[O:12][CH2:11][CH2:10]1. The catalyst is O1CCCC1. The product is [CH:1]1([NH:7][CH2:11][CH2:10][CH:9]([S:13]([OH:15])(=[O:14])=[O:12])[CH3:8])[CH2:6][CH2:5][CH2:4][CH2:3][CH2:2]1. The yield is 0.590. (5) The product is [Br:26][C:5]1[N:1]=[C:2]([CH:6]2[CH2:7][CH2:8][N:9]([C:12]([O:14][C:15]([CH3:18])([CH3:17])[CH3:16])=[O:13])[CH2:10][CH2:11]2)[NH:3][CH:4]=1. The catalyst is C1COCC1. The reactants are [NH:1]1[CH:5]=[CH:4][N:3]=[C:2]1[CH:6]1[CH2:11][CH2:10][N:9]([C:12]([O:14][C:15]([CH3:18])([CH3:17])[CH3:16])=[O:13])[CH2:8][CH2:7]1.C1C(=O)N([Br:26])C(=O)C1. The yield is 0.310. (6) The reactants are C(O)(=O)C.[CH2:5]([O:9][C:10]1[CH:15]=[CH:14][CH:13]=[C:12](/[CH:16]=[CH:17]/[N+:18]([O-:20])=[O:19])[CH:11]=1)[CH2:6][CH2:7][CH3:8].[BH4-].[Na+]. The catalyst is CS(C)=O. The product is [CH2:5]([O:9][C:10]1[CH:15]=[CH:14][CH:13]=[C:12]([CH2:16][CH2:17][N+:18]([O-:20])=[O:19])[CH:11]=1)[CH2:6][CH2:7][CH3:8]. The yield is 0.580. (7) The catalyst is C(O)(=O)C. The yield is 0.850. The product is [CH:1]([N:4]1[C:8]2[CH:9]=[CH:10][CH:11]=[CH:12][C:7]=2[N:6]([C:13]([NH:15][CH2:16][CH:17]2[CH2:18][CH2:19][N:20]([CH2:23][C:24]3([C:29]([OH:31])=[O:30])[CH2:28][CH2:27][CH2:26][CH2:25]3)[CH2:21][CH2:22]2)=[O:14])[C:5]1=[O:33])([CH3:3])[CH3:2]. The reactants are [CH:1]([N:4]1[C:8]2[CH:9]=[CH:10][CH:11]=[CH:12][C:7]=2[N:6]([C:13]([NH:15][CH2:16][CH:17]2[CH2:22][CH2:21][N:20]([CH2:23][C:24]3([C:29]([O:31]C)=[O:30])[CH2:28][CH2:27][CH2:26][CH2:25]3)[CH2:19][CH2:18]2)=[O:14])[C:5]1=[O:33])([CH3:3])[CH3:2].Cl. (8) The reactants are [C:1]([O:5][C:6]([N:8]1[CH2:13][CH2:12][C:11]([NH:17][C:18]([O:20][C:21]([CH3:24])([CH3:23])[CH3:22])=[O:19])([C:14](O)=[O:15])[CH2:10][CH2:9]1)=[O:7])([CH3:4])([CH3:3])[CH3:2].CN(C(ON1N=NC2C=CC=NC1=2)=[N+](C)C)C.F[P-](F)(F)(F)(F)F.C(N(C(C)C)C(C)C)C.[Cl:58][C:59]1[CH:66]=[CH:65][C:62]([CH2:63][NH2:64])=[CH:61][CH:60]=1. The catalyst is O.ClCCl.CN(C=O)C. The product is [C:1]([O:5][C:6]([N:8]1[CH2:9][CH2:10][C:11]([NH:17][C:18]([O:20][C:21]([CH3:22])([CH3:24])[CH3:23])=[O:19])([C:14](=[O:15])[NH:64][CH2:63][C:62]2[CH:65]=[CH:66][C:59]([Cl:58])=[CH:60][CH:61]=2)[CH2:12][CH2:13]1)=[O:7])([CH3:4])([CH3:3])[CH3:2]. The yield is 0.860. (9) The yield is 1.00. The product is [Br:1][C:2]1[CH:3]=[C:4]([N+:12]([O-:14])=[O:13])[C:5]([CH3:11])=[C:6]([CH:10]=1)[C:7]([O:9][CH3:15])=[O:8]. The reactants are [Br:1][C:2]1[CH:3]=[C:4]([N+:12]([O-:14])=[O:13])[C:5]([CH3:11])=[C:6]([CH:10]=1)[C:7]([OH:9])=[O:8].[C:15](=O)([O-])[O-].[Na+].[Na+].CI. The catalyst is CN(C=O)C.